Predict the product of the given reaction. From a dataset of Forward reaction prediction with 1.9M reactions from USPTO patents (1976-2016). (1) Given the reactants [CH2:1]([N:4]1[CH2:9][CH2:8][N:7]([C:10]([O:12][C:13]([CH3:16])([CH3:15])[CH3:14])=[O:11])[CH2:6][CH2:5]1)[C:2]#[CH:3].I[C:18]1[C:26]2[O:25][CH2:24][C:23](=[O:27])[C:22]=2[CH:21]=[CH:20][C:19]=1[O:28][CH3:29], predict the reaction product. The product is: [CH3:29][O:28][C:19]1[CH:20]=[CH:21][C:22]2[C:23](=[O:27])[CH2:24][O:25][C:26]=2[C:18]=1[C:3]#[C:2][CH2:1][N:4]1[CH2:9][CH2:8][N:7]([C:10]([O:12][C:13]([CH3:16])([CH3:15])[CH3:14])=[O:11])[CH2:6][CH2:5]1. (2) Given the reactants [F:1][C:2]([F:33])([F:32])[C:3]1[CH:4]=[C:5]([CH:25]=[C:26]([C:28]([F:31])([F:30])[F:29])[CH:27]=1)[C:6]([N:8]1[CH2:24][CH2:23][C:11]2([N:15]([C:16]3[CH:21]=[CH:20][CH:19]=[CH:18][CH:17]=3)[CH2:14][NH:13][C:12]2=[O:22])[CH2:10][CH2:9]1)=[O:7], predict the reaction product. The product is: [F:33][C:2]([F:1])([F:32])[C:3]1[CH:4]=[C:5]([CH:25]=[C:26]([C:28]([F:31])([F:30])[F:29])[CH:27]=1)[C:6]([N:8]1[CH2:9][CH2:10][C:11]2([N:15]([C:16]3[CH:17]=[CH:18][CH:19]=[CH:20][CH:21]=3)[CH2:14][N:13]([CH2:4][CH2:5][CH2:6][OH:7])[C:12]2=[O:22])[CH2:23][CH2:24]1)=[O:7]. (3) Given the reactants Br[C:2]1[CH:7]=[CH:6][C:5]([C:8]2[NH:12][C:11]([C@@H:13]3[CH2:17][CH2:16][CH2:15][N:14]3[C:18]([O:20][CH2:21][C:22]3[CH:27]=[CH:26][CH:25]=[CH:24][CH:23]=3)=[O:19])=[N:10][CH:9]=2)=[CH:4][CH:3]=1.[B:28]1([B:28]2[O:32][C:31]([CH3:34])([CH3:33])[C:30]([CH3:36])([CH3:35])[O:29]2)[O:32][C:31]([CH3:34])([CH3:33])[C:30]([CH3:36])([CH3:35])[O:29]1.C([O-])(=O)C.[K+], predict the reaction product. The product is: [CH3:35][C:30]1([CH3:36])[C:31]([CH3:34])([CH3:33])[O:32][B:28]([C:2]2[CH:7]=[CH:6][C:5]([C:8]3[NH:12][C:11]([C@@H:13]4[CH2:17][CH2:16][CH2:15][N:14]4[C:18]([O:20][CH2:21][C:22]4[CH:27]=[CH:26][CH:25]=[CH:24][CH:23]=4)=[O:19])=[N:10][CH:9]=3)=[CH:4][CH:3]=2)[O:29]1. (4) Given the reactants [CH3:1][C:2]([C:4]1[CH:9]=[C:8]([O:10][CH2:11][C:12]([F:15])([F:14])[F:13])[CH:7]=[CH:6][C:5]=1[O:16][CH2:17][C:18]([F:21])([F:20])[F:19])=[O:3].[N+:22]([C:25]1[CH:26]=[C:27]([CH:30]=[CH:31][CH:32]=1)[CH:28]=O)([O-:24])=[O:23].CO.[OH-].[Na+], predict the reaction product. The product is: [F:21][C:18]([F:19])([F:20])[CH2:17][O:16][C:5]1[CH:6]=[CH:7][C:8]([O:10][CH2:11][C:12]([F:13])([F:14])[F:15])=[CH:9][C:4]=1[C:2](=[O:3])[CH:1]=[CH:28][C:27]1[CH:30]=[CH:31][CH:32]=[C:25]([N+:22]([O-:24])=[O:23])[CH:26]=1.